From a dataset of Full USPTO retrosynthesis dataset with 1.9M reactions from patents (1976-2016). Predict the reactants needed to synthesize the given product. (1) Given the product [CH3:1][CH:2]1[C:3](=[O:11])[CH2:4][C@H:5]([C:8]([CH3:10])=[CH2:9])[CH2:6][CH:7]1[S:12][CH2:13][CH2:14][C:15]([O:17][CH3:18])=[O:16], predict the reactants needed to synthesize it. The reactants are: [CH3:1][C:2]1[C:3](=[O:11])[CH2:4][C@H:5]([C:8]([CH3:10])=[CH2:9])[CH2:6][CH:7]=1.[SH:12][CH2:13][CH2:14][C:15]([O:17][CH3:18])=[O:16].CC1C(=O)CC(C(C)=C)CC=1. (2) Given the product [CH2:23]([NH:25][C:3](=[O:5])[CH:2]([OH:1])[C:6]1[CH:11]=[CH:10][CH:9]=[CH:8][CH:7]=1)[CH3:24], predict the reactants needed to synthesize it. The reactants are: [OH:1][CH:2]([C:6]1[CH:11]=[CH:10][CH:9]=[CH:8][CH:7]=1)[C:3]([OH:5])=O.C[Si](Cl)(C)C.C(Cl)(=O)C(Cl)=O.[CH2:23]([NH2:25])[CH3:24].C(O)(=O)CC(CC(O)=O)(C(O)=O)O. (3) Given the product [NH2:2][CH2:1][C:3]1([NH2:13])[CH2:8][C:7]([CH3:9])([CH3:10])[NH:6][C:5]([CH3:12])([CH3:11])[CH2:4]1, predict the reactants needed to synthesize it. The reactants are: [C:1]([C:3]1([NH:13]C(=O)C)[CH2:8][C:7]([CH3:10])([CH3:9])[NH:6][C:5]([CH3:12])([CH3:11])[CH2:4]1)#[N:2].[H][H].CC1NC2(CC(C)(C)NC(C)(C)C2)CN=1.NCC1(NC(=O)C)CC(C)(C)NC(C)(C)C1.[OH-].[Na+]. (4) The reactants are: [C:1]([O:5][C:6]([N:8]1[C:16]2[C:11](=[CH:12][C:13]([O:17][CH2:18][C:19]3[CH:24]=[CH:23][CH:22]=[CH:21][CH:20]=3)=[CH:14][CH:15]=2)[C:10]([C:25]2[N:26]([C:38]([O:40][C:41]([CH3:44])([CH3:43])[CH3:42])=[O:39])[C:27]3[C:32]([CH:33]=2)=[CH:31][C:30]([O:34][CH2:35][CH2:36]Br)=[CH:29][CH:28]=3)=[N:9]1)=[O:7])([CH3:4])([CH3:3])[CH3:2].[I-].[K+].[NH:47]1[CH2:52][CH2:51][O:50][CH2:49][CH2:48]1.C(=O)([O-])[O-].[K+].[K+]. Given the product [C:1]([O:5][C:6]([N:8]1[C:16]2[C:11](=[CH:12][C:13]([O:17][CH2:18][C:19]3[CH:24]=[CH:23][CH:22]=[CH:21][CH:20]=3)=[CH:14][CH:15]=2)[C:10]([C:25]2[N:26]([C:38]([O:40][C:41]([CH3:44])([CH3:43])[CH3:42])=[O:39])[C:27]3[C:32]([CH:33]=2)=[CH:31][C:30]([O:34][CH2:35][CH2:36][N:47]2[CH2:52][CH2:51][O:50][CH2:49][CH2:48]2)=[CH:29][CH:28]=3)=[N:9]1)=[O:7])([CH3:4])([CH3:3])[CH3:2], predict the reactants needed to synthesize it. (5) Given the product [CH3:1][N:3]1[C:8](=[O:9])[C:7]([C:10]2[C:11]([S:46][CH3:45])=[CH:12][N:13]([C:6]3[CH:7]=[CH:10][CH:11]=[C:44]([CH:24]=3)[C:43]#[N:39])[N:14]=2)=[C:6]([CH3:24])[N:5]([C:25]2[CH:30]=[CH:29][CH:28]=[C:27]([C:31]([F:32])([F:34])[F:33])[CH:26]=2)[C:4]1=[O:35], predict the reactants needed to synthesize it. The reactants are: [CH2:1]([N:3]1[C:8](=[O:9])[C:7]([C:10]2[N:14](C3C=CC(C#N)=CC=3)[N:13]=[CH:12][C:11]=2I)=[C:6]([CH3:24])[N:5]([C:25]2[CH:30]=[CH:29][CH:28]=[C:27]([C:31]([F:34])([F:33])[F:32])[CH:26]=2)[C:4]1=[O:35])C.C([N:39]([CH2:43][CH3:44])C(C)C)(C)C.[CH3:45][S-:46].[Na+]. (6) Given the product [CH:11](=[C:9]1[C:10]2[N:1]=[CH:2][CH:3]=[CH:4][C:5]=2[CH2:6][CH2:7][CH2:8]1)[C:12]1[CH:17]=[CH:16][CH:15]=[CH:14][CH:13]=1, predict the reactants needed to synthesize it. The reactants are: [N:1]1[C:10]2[CH2:9][CH2:8][CH2:7][CH2:6][C:5]=2[CH:4]=[CH:3][CH:2]=1.[CH:11](=O)[C:12]1[CH:17]=[CH:16][CH:15]=[CH:14][CH:13]=1.C(OC(=O)C)(=O)C. (7) Given the product [CH3:12][N:3]([CH:4]=[O:15])[CH3:2].[CH3:2][N:3]([CH3:12])[CH:4]=[O:19], predict the reactants needed to synthesize it. The reactants are: Cl.[CH3:2][N:3]([CH3:12])[CH2:4]CCN=C=NCC.CS(C)=[O:15].CS(C)=[O:19]. (8) Given the product [F:18][C:19]1[N:24]=[C:23]([CH2:25][O:26][C:2]2[CH:11]=[C:10]([C:12]3[CH:13]=[N:14][CH:15]=[CH:16][CH:17]=3)[C:9]3[CH2:8][CH2:7][CH2:6][CH2:5][C:4]=3[N:3]=2)[CH:22]=[CH:21][CH:20]=1, predict the reactants needed to synthesize it. The reactants are: Cl[C:2]1[CH:11]=[C:10]([C:12]2[CH:13]=[N:14][CH:15]=[CH:16][CH:17]=2)[C:9]2[CH2:8][CH2:7][CH2:6][CH2:5][C:4]=2[N:3]=1.[F:18][C:19]1[N:24]=[C:23]([CH2:25][OH:26])[CH:22]=[CH:21][CH:20]=1.C(Cl)(Cl)Cl.C(=O)([O-])[O-].[Cs+].[Cs+].